From a dataset of Reaction yield outcomes from USPTO patents with 853,638 reactions. Predict the reaction yield, written as a fraction of the theoretical maximum amount of product (1.0 means a 100% yield; for example, 0.34 means a 34% yield). (1) The reactants are [C:1]([C:9]1[CH:17]=[CH:16][CH:15]=[CH:14][C:10]=1[C:11]([OH:13])=O)(=[O:8])[C:2]1[CH:7]=[CH:6][CH:5]=[CH:4][CH:3]=1.C(Cl)(=O)C(Cl)=O.C(Cl)Cl.C(N(CC)CC)C.[C:34]1([CH:40]([C:61]2[CH:66]=[CH:65][CH:64]=[CH:63][CH:62]=2)[CH2:41][N:42]([CH3:60])[C:43](=[O:59])[CH:44]([NH:51][CH2:52][CH2:53][C:54]2[N:55]=[CH:56][NH:57][CH:58]=2)[C:45]2[CH:50]=[CH:49][CH:48]=[CH:47][CH:46]=2)[CH:39]=[CH:38][CH:37]=[CH:36][CH:35]=1. The catalyst is CN(C)C=O. The product is [C:1]([C:9]1[CH:17]=[CH:16][CH:15]=[CH:14][C:10]=1[C:11]([N:51]([CH:44]([C:43](=[O:59])[N:42]([CH2:41][CH:40]([C:34]1[CH:39]=[CH:38][CH:37]=[CH:36][CH:35]=1)[C:61]1[CH:62]=[CH:63][CH:64]=[CH:65][CH:66]=1)[CH3:60])[C:45]1[CH:50]=[CH:49][CH:48]=[CH:47][CH:46]=1)[CH2:52][CH2:53][C:54]1[N:55]=[CH:56][NH:57][CH:58]=1)=[O:13])(=[O:8])[C:2]1[CH:3]=[CH:4][CH:5]=[CH:6][CH:7]=1. The yield is 0.710. (2) The product is [CH:33]1([C:2]2[CH:24]=[CH:23][C:5]3[C:6]4[N:7]([CH:11]=[C:12]([C:14]5[N:18]([CH:19]([CH3:21])[CH3:20])[N:17]=[C:16]([NH2:22])[N:15]=5)[N:13]=4)[CH2:8][CH2:9][O:10][C:4]=3[CH:3]=2)[CH2:35][CH2:34]1. The catalyst is C1COCC1.O.CCOC(C)=O. The reactants are Br[C:2]1[CH:24]=[CH:23][C:5]2[C:6]3[N:7]([CH:11]=[C:12]([C:14]4[N:18]([CH:19]([CH3:21])[CH3:20])[N:17]=[C:16]([NH2:22])[N:15]=4)[N:13]=3)[CH2:8][CH2:9][O:10][C:4]=2[CH:3]=1.P([O-])([O-])([O-])=O.[K+].[K+].[K+].[CH:33]1(B2OC(C)(C)C(C)(C)O2)[CH2:35][CH2:34]1. The yield is 0.140. (3) The reactants are [F:1][C:2]([F:8])([F:7])[C:3]([NH:5][NH2:6])=O.[I:9][C:10]1[CH:11]=[C:12]([CH:18]=[CH:19][C:20]=1[CH3:21])[C:13](=[NH:17])OCC. The catalyst is CO. The product is [I:9][C:10]1[CH:11]=[C:12]([C:13]2[NH:17][C:3]([C:2]([F:8])([F:7])[F:1])=[N:5][N:6]=2)[CH:18]=[CH:19][C:20]=1[CH3:21]. The yield is 0.270. (4) The reactants are [CH:1]1[C:6]([OH:7])=[CH:5][CH:4]=[C:3]([CH3:8])[CH:2]=1.ClCCCl.[N+:13]([O-])([OH:15])=[O:14]. The catalyst is O. The product is [N+:13]([C:5]1[C:6]([OH:7])=[CH:1][CH:2]=[C:3]([CH3:8])[CH:4]=1)([O-:15])=[O:14]. The yield is 0.991. (5) The reactants are Cl.[CH2:2]([O:9][C:10]1[CH:16]=[CH:15][C:13]([NH2:14])=[CH:12][CH:11]=1)[C:3]1[CH:8]=[CH:7][CH:6]=[CH:5][CH:4]=1.[F:17][C:18]1[CH:23]=[CH:22][C:21]([NH:24][C:25]([C:27]2([C:30](O)=[O:31])[CH2:29][CH2:28]2)=[O:26])=[CH:20][CH:19]=1.CCN=C=NCCCN(C)C. The catalyst is C(Cl)Cl. The product is [F:17][C:18]1[CH:19]=[CH:20][C:21]([NH:24][C:25]([C:27]2([C:30]([NH:14][C:13]3[CH:12]=[CH:11][C:10]([O:9][CH2:2][C:3]4[CH:4]=[CH:5][CH:6]=[CH:7][CH:8]=4)=[CH:16][CH:15]=3)=[O:31])[CH2:29][CH2:28]2)=[O:26])=[CH:22][CH:23]=1. The yield is 0.950. (6) The reactants are [F:1][C:2]1[CH:7]=[C:6]([N+:8]([O-:10])=[O:9])[CH:5]=[CH:4][C:3]=1[CH2:11][NH2:12].[CH3:13][S:14](Cl)(=[O:16])=[O:15]. The catalyst is N1C=CC=CC=1.ClCCl. The product is [F:1][C:2]1[CH:7]=[C:6]([N+:8]([O-:10])=[O:9])[CH:5]=[CH:4][C:3]=1[CH2:11][NH:12][S:14]([CH3:13])(=[O:16])=[O:15]. The yield is 0.880.